From a dataset of Catalyst prediction with 721,799 reactions and 888 catalyst types from USPTO. Predict which catalyst facilitates the given reaction. (1) Reactant: [CH3:1][CH2:2][O:3][C:4]1[CH:5]=[CH:6][C:7]([NH2:10])=[CH:8][CH:9]=1.C(N(CC)CC)C.[Br:18][C:19]1[N:23]2[N:24]=[C:25]([Cl:29])[CH:26]=[C:27](Br)[C:22]2=[N:21][CH:20]=1. Product: [Br:18][C:19]1[N:23]2[N:24]=[C:25]([Cl:29])[CH:26]=[C:27]([NH:10][C:7]3[CH:8]=[CH:9][C:4]([O:3][CH2:2][CH3:1])=[CH:5][CH:6]=3)[C:22]2=[N:21][CH:20]=1. The catalyst class is: 14. (2) Reactant: Cl[C:2]1[C:11]2[C:6](=[C:7]([N+:12]([O-:14])=[O:13])[CH:8]=[CH:9][CH:10]=2)[N:5]=[CH:4][CH:3]=1.[NH2:15][C:16]1[CH:21]=[CH:20][C:19]([OH:22])=[CH:18][CH:17]=1.CC(C)([O-])C.[K+]. Product: [N+:12]([C:7]1[CH:8]=[CH:9][CH:10]=[C:11]2[C:6]=1[N:5]=[CH:4][CH:3]=[C:2]2[O:22][C:19]1[CH:20]=[CH:21][C:16]([NH2:15])=[CH:17][CH:18]=1)([O-:14])=[O:13]. The catalyst class is: 348. (3) Reactant: [CH2:1]([O:3][C:4]([C:6]1[C:7](=[O:23])[C:8]2[C:13]([C:14]=1[C:15]1[CH:20]=[CH:19][CH:18]=[CH:17][CH:16]=1)=[CH:12][CH:11]=[C:10]([O:21][CH3:22])[CH:9]=2)=[O:5])[CH3:2].[CH3:24][Mg]Cl. Product: [CH2:1]([O:3][C:4]([C:6]1[C:7]([OH:23])([CH3:24])[C:8]2[C:13]([C:14]=1[C:15]1[CH:20]=[CH:19][CH:18]=[CH:17][CH:16]=1)=[CH:12][CH:11]=[C:10]([O:21][CH3:22])[CH:9]=2)=[O:5])[CH3:2]. The catalyst class is: 1. (4) Reactant: [CH3:1][C:2]1[S:3][CH:4]=[C:5]([C:7]([NH:9][C:10]2[C:11]3[C:15]([CH:16]=[C:17](B4OC(C)(C)CC(C)(C)O4)[CH:18]=2)=[N:14][N:13](C2CCCCO2)[CH:12]=3)=[O:8])[N:6]=1.Br[C:36]1[CH:37]=[C:38]([NH2:44])[C:39]([O:42][CH3:43])=[N:40][CH:41]=1.O1CCOCC1.C(=O)([O-])[O-].[Na+].[Na+]. Product: [NH2:44][C:38]1[CH:37]=[C:36]([C:17]2[CH:16]=[C:15]3[C:11]([CH:12]=[N:13][NH:14]3)=[C:10]([NH:9][C:7]([C:5]3[N:6]=[C:2]([CH3:1])[S:3][CH:4]=3)=[O:8])[CH:18]=2)[CH:41]=[N:40][C:39]=1[O:42][CH3:43]. The catalyst class is: 587. (5) Reactant: [NH2:1][C:2]1[CH:11]=[CH:10][CH:9]=[C:8]2[C:3]=1[CH:4]=[CH:5][CH:6]=[N:7]2.C(N(CC)CC)C.[Cl:19][C:20]([Cl:25])([Cl:24])[C:21](Cl)=[O:22]. The catalyst class is: 4. Product: [Cl:19][C:20]([Cl:25])([Cl:24])[C:21]([NH:1][C:2]1[CH:11]=[CH:10][CH:9]=[C:8]2[C:3]=1[CH:4]=[CH:5][CH:6]=[N:7]2)=[O:22].